From a dataset of Reaction yield outcomes from USPTO patents with 853,638 reactions. Predict the reaction yield, written as a fraction of the theoretical maximum amount of product (1.0 means a 100% yield; for example, 0.34 means a 34% yield). (1) The reactants are N([O-])=O.[Na+].[Br:5][C:6]1[CH:11]=[C:10]([Cl:12])[N:9]=[N:8][C:7]=1N.[OH2:14]. The catalyst is OS(O)(=O)=O.C(O)(=O)C. The product is [Br:5][C:6]1[C:7](=[O:14])[NH:8][N:9]=[C:10]([Cl:12])[CH:11]=1. The yield is 0.950. (2) The reactants are [F:1][C:2]1([F:11])[CH2:7][CH2:6][N:5]([CH2:8][CH2:9][OH:10])[CH2:4][CH2:3]1.[CH3:12][S:13](Cl)(=[O:15])=[O:14]. The catalyst is O1CCCC1. The product is [CH3:12][S:13]([O:10][CH2:9][CH2:8][N:5]1[CH2:4][CH2:3][C:2]([F:1])([F:11])[CH2:7][CH2:6]1)(=[O:15])=[O:14]. The yield is 0.540.